This data is from Reaction yield outcomes from USPTO patents with 853,638 reactions. The task is: Predict the reaction yield, written as a fraction of the theoretical maximum amount of product (1.0 means a 100% yield; for example, 0.34 means a 34% yield). (1) The reactants are [CH3:1][C:2]([C:9]1[CH:14]=[CH:13][C:12]([N+:15]([O-:17])=[O:16])=[CH:11][CH:10]=1)([CH3:8])[C:3](OCC)=[O:4].[Li+].[BH4-].CO. The catalyst is C1COCC1.C(OCC)(=O)C. The product is [CH3:8][C:2]([C:9]1[CH:14]=[CH:13][C:12]([N+:15]([O-:17])=[O:16])=[CH:11][CH:10]=1)([CH3:1])[CH2:3][OH:4]. The yield is 0.400. (2) The reactants are [CH3:1][C:2]([C:6]1[S:7][CH:8]=[CH:9][CH:10]=1)([CH3:5])[C:3]#[N:4].C([Li])(C)(C)C.CN([CH:19]=[O:20])C. The catalyst is C1COCC1. The product is [CH:19]([C:8]1[S:7][C:6]([C:2]([CH3:5])([CH3:1])[C:3]#[N:4])=[CH:10][CH:9]=1)=[O:20]. The yield is 0.880. (3) The reactants are [I:1][C:2]1[CH:3]=[C:4]([OH:8])[CH:5]=[CH:6][CH:7]=1.[CH:9](N(CC)C(C)C)(C)C.C[CH2:19][O:20]Cl. The catalyst is ClCCl. The product is [I:1][C:2]1[CH:7]=[CH:6][CH:5]=[C:4]([O:8][CH2:9][O:20][CH3:19])[CH:3]=1. The yield is 0.830. (4) The reactants are [CH2:1]([O:3][C:4](=[O:18])[C:5]1[C:10]([N+:11]([O-:13])=[O:12])=[CH:9][CH:8]=[C:7]([CH3:14])[C:6]=1[N+:15]([O-:17])=[O:16])[CH3:2].CO[CH:21]([N:24]([CH3:26])[CH3:25])OC. The catalyst is CN(C=O)C. The product is [CH2:1]([O:3][C:4](=[O:18])[C:5]1[C:10]([N+:11]([O-:13])=[O:12])=[CH:9][CH:8]=[C:7]([CH:14]=[CH:21][N:24]([CH3:26])[CH3:25])[C:6]=1[N+:15]([O-:17])=[O:16])[CH3:2]. The yield is 0.580. (5) The reactants are [CH3:1][N:2]1[CH2:15][CH2:14][C:5]2[NH:6][C:7]3[CH:8]=[CH:9][C:10]([CH3:13])=[CH:11][C:12]=3[C:4]=2[CH2:3]1.C(=O)([O-])[O-].[K+].[K+].N1C2C(=CC=C3C=2N=CC=C3)C=CC=1.Br[C:37]#[C:38][Si:39]([CH:46]([CH3:48])[CH3:47])([CH:43]([CH3:45])[CH3:44])[CH:40]([CH3:42])[CH3:41]. The catalyst is C1(C)C=CC=CC=1.O.S([O-])([O-])(=O)=O.[Cu+2]. The product is [CH3:1][N:2]1[CH2:15][CH2:14][C:5]2[N:6]([C:37]#[C:38][Si:39]([CH:40]([CH3:42])[CH3:41])([CH:46]([CH3:48])[CH3:47])[CH:43]([CH3:45])[CH3:44])[C:7]3[CH:8]=[CH:9][C:10]([CH3:13])=[CH:11][C:12]=3[C:4]=2[CH2:3]1. The yield is 0.500. (6) The reactants are [NH2:1][C:2]1[CH:7]=[C:6]([O:8][C:9]2[C:14]([F:15])=[CH:13][C:12]([NH:16][C:17]([C:19]3([C:22]([NH:24][C:25]4[CH:30]=[CH:29][C:28]([F:31])=[CH:27][CH:26]=4)=[O:23])[CH2:21][CH2:20]3)=[O:18])=[C:11]([F:32])[CH:10]=2)[CH:5]=[CH:4][N:3]=1.[CH2:33]([N:35]([CH2:38][CH3:39])[CH2:36][CH3:37])C.Cl[C:41](OC1C=CC=CC=1)=[O:42].C(=O)([O-])[OH:51].[Na+]. The catalyst is O1CCCC1.C(OCC)(=O)C. The product is [F:32][C:11]1[CH:10]=[C:9]([O:8][C:6]2[CH:5]=[CH:4][N:3]=[C:2]([NH:1][C:33]([N:35]3[CH2:38][CH2:39][CH:41]([OH:42])[CH2:37][CH2:36]3)=[O:51])[CH:7]=2)[C:14]([F:15])=[CH:13][C:12]=1[NH:16][C:17]([C:19]1([C:22]([NH:24][C:25]2[CH:26]=[CH:27][C:28]([F:31])=[CH:29][CH:30]=2)=[O:23])[CH2:21][CH2:20]1)=[O:18]. The yield is 0.920. (7) The reactants are CO[C:3](=[O:26])[C:4]1[CH:9]=[CH:8][C:7]([O:10][CH2:11][C:12]2[C:13]([C:18]3[CH:23]=[CH:22][C:21]([F:24])=[C:20]([F:25])[CH:19]=3)=[N:14][O:15][C:16]=2[CH3:17])=[N:6][CH:5]=1.[NH2:27][CH:28]1[CH2:33][CH2:32][O:31][CH2:30][CH2:29]1. No catalyst specified. The product is [F:25][C:20]1[CH:19]=[C:18]([C:13]2[C:12]([CH2:11][O:10][C:7]3[CH:8]=[CH:9][C:4]([C:3]([NH:27][CH:28]4[CH2:33][CH2:32][O:31][CH2:30][CH2:29]4)=[O:26])=[CH:5][N:6]=3)=[C:16]([CH3:17])[O:15][N:14]=2)[CH:23]=[CH:22][C:21]=1[F:24]. The yield is 0.500. (8) The reactants are [Cl:1][C:2]1[CH:3]=[CH:4][C:5]([NH:18][CH2:19][CH:20]2[CH2:25][CH2:24][NH:23][CH2:22][CH2:21]2)=[C:6]([CH:17]=1)[C:7]([NH:9][C:10]1[CH:15]=[CH:14][C:13]([CH3:16])=[CH:12][N:11]=1)=[O:8].[C:26]1(=O)[CH2:32][CH2:31][CH2:30][CH2:29][CH2:28][CH2:27]1.C([BH3-])#N.[Na+]. The catalyst is CO.C(O)(=O)C.O1CCCC1. The product is [Cl:1][C:2]1[CH:3]=[CH:4][C:5]([NH:18][CH2:19][CH:20]2[CH2:25][CH2:24][N:23]([CH:26]3[CH2:32][CH2:31][CH2:30][CH2:29][CH2:28][CH2:27]3)[CH2:22][CH2:21]2)=[C:6]([CH:17]=1)[C:7]([NH:9][C:10]1[CH:15]=[CH:14][C:13]([CH3:16])=[CH:12][N:11]=1)=[O:8]. The yield is 0.720. (9) The product is [CH:1]([C:3]1[C:8]2[O:9][C:10](=[O:23])[C:11]3[CH2:12][N:13]([C:17]([O:19][CH2:20][CH:21]=[CH2:22])=[O:18])[CH2:14][CH2:15][C:16]=3[C:7]=2[CH:6]=[CH:5][C:4]=1[O:24][CH2:34][O:35][CH3:36])=[O:2]. The reactants are [CH:1]([C:3]1[C:8]2[O:9][C:10](=[O:23])[C:11]3[CH2:12][N:13]([C:17]([O:19][CH2:20][CH:21]=[CH2:22])=[O:18])[CH2:14][CH2:15][C:16]=3[C:7]=2[CH:6]=[CH:5][C:4]=1[OH:24])=[O:2].CCN(C(C)C)C(C)C.[CH3:34][O:35][CH2:36]Cl. The catalyst is C(Cl)Cl. The yield is 0.670.